This data is from TCR-epitope binding with 47,182 pairs between 192 epitopes and 23,139 TCRs. The task is: Binary Classification. Given a T-cell receptor sequence (or CDR3 region) and an epitope sequence, predict whether binding occurs between them. (1) The epitope is LLSAGIFGA. Result: 0 (the TCR does not bind to the epitope). The TCR CDR3 sequence is CASSHMGGQETQYF. (2) The TCR CDR3 sequence is CATTGTYGYTF. Result: 1 (the TCR binds to the epitope). The epitope is KAFSPEVIPMF. (3) The epitope is RLRAEAQVK. The TCR CDR3 sequence is CASSLFASGLAGYEQYF. Result: 1 (the TCR binds to the epitope).